Dataset: Full USPTO retrosynthesis dataset with 1.9M reactions from patents (1976-2016). Task: Predict the reactants needed to synthesize the given product. Given the product [CH2:11]([O:18][C:19]([N:21]1[CH2:29][C:28]2[C:23](=[CH:24][CH:25]=[C:26]([CH2:30][N:8]3[CH2:9][CH2:10][N:5]([CH3:4])[CH2:6][CH2:7]3)[CH:27]=2)[CH2:22]1)=[O:20])[C:12]1[CH:17]=[CH:16][CH:15]=[CH:14][CH:13]=1, predict the reactants needed to synthesize it. The reactants are: C(Cl)Cl.[CH3:4][N:5]1[CH2:10][CH2:9][NH:8][CH2:7][CH2:6]1.[CH2:11]([O:18][C:19]([N:21]1[CH2:29][C:28]2[C:23](=[CH:24][CH:25]=[C:26]([CH2:30]OS(C)(=O)=O)[CH:27]=2)[CH2:22]1)=[O:20])[C:12]1[CH:17]=[CH:16][CH:15]=[CH:14][CH:13]=1.